Dataset: Forward reaction prediction with 1.9M reactions from USPTO patents (1976-2016). Task: Predict the product of the given reaction. (1) Given the reactants [CH3:1][C:2]1[N:6]([CH2:7][CH2:8][C:9]2[CH:14]=[CH:13][C:12]([O:15][CH2:16][CH2:17][CH2:18][CH2:19][CH2:20][CH2:21][CH2:22][CH2:23][CH2:24][CH2:25][CH2:26][CH3:27])=[CH:11][CH:10]=2)[C:5]([C:28]2[CH:47]=[CH:46][C:31]([O:32][C@H:33]([CH2:39][C:40]3[CH:45]=[CH:44][CH:43]=[CH:42][CH:41]=3)[C:34]([O:36]CC)=[O:35])=[CH:30][CH:29]=2)=[CH:4][CH:3]=1.[OH-].[K+].Cl, predict the reaction product. The product is: [CH3:1][C:2]1[N:6]([CH2:7][CH2:8][C:9]2[CH:10]=[CH:11][C:12]([O:15][CH2:16][CH2:17][CH2:18][CH2:19][CH2:20][CH2:21][CH2:22][CH2:23][CH2:24][CH2:25][CH2:26][CH3:27])=[CH:13][CH:14]=2)[C:5]([C:28]2[CH:47]=[CH:46][C:31]([O:32][C@H:33]([CH2:39][C:40]3[CH:41]=[CH:42][CH:43]=[CH:44][CH:45]=3)[C:34]([OH:36])=[O:35])=[CH:30][CH:29]=2)=[CH:4][CH:3]=1. (2) Given the reactants COC1N=CC(N2CC[CH:12]([N:15]3[CH2:19][CH2:18][C@@H:17]([NH:20][C:21](=[O:36])[CH2:22][NH:23][C:24](=[O:35])[C:25]4[CH:30]=[CH:29][CH:28]=[C:27]([C:31]([F:34])([F:33])[F:32])[CH:26]=4)[CH2:16]3)[CH2:11][CH2:10]2)=CC=1.[CH2:37]([CH:40]1C(=O)CC[O:42][CH2:41]1)[CH:38]=[CH2:39].COC1N=CC(N2CCC(=O)CC2)=CC=1, predict the reaction product. The product is: [CH2:37]([CH:40]1[CH:12]([N:15]2[CH2:19][CH2:18][C@@H:17]([NH:20][C:21](=[O:36])[CH2:22][NH:23][C:24](=[O:35])[C:25]3[CH:30]=[CH:29][CH:28]=[C:27]([C:31]([F:33])([F:32])[F:34])[CH:26]=3)[CH2:16]2)[CH2:11][CH2:10][O:42][CH2:41]1)[CH:38]=[CH2:39]. (3) Given the reactants [CH2:1]([N:3]1[C:7]2=[N:8][C:9]([CH2:29][CH3:30])=[C:10]([CH2:19][NH:20][C:21](=[O:28])[CH2:22][C:23]([O:25]CC)=[O:24])[C:11]([NH:12][CH:13]3[CH2:18][CH2:17][O:16][CH2:15][CH2:14]3)=[C:6]2[CH:5]=[N:4]1)[CH3:2].[Li+].[OH-].O.Cl, predict the reaction product. The product is: [CH2:1]([N:3]1[C:7]2=[N:8][C:9]([CH2:29][CH3:30])=[C:10]([CH2:19][NH:20][C:21](=[O:28])[CH2:22][C:23]([OH:25])=[O:24])[C:11]([NH:12][CH:13]3[CH2:14][CH2:15][O:16][CH2:17][CH2:18]3)=[C:6]2[CH:5]=[N:4]1)[CH3:2]. (4) Given the reactants [CH2:1]([N:8]1[C:12]([O:13][CH3:14])=[N:11][N:10]=[C:9]1Br)[C:2]1[CH:7]=[CH:6][CH:5]=[CH:4][CH:3]=1.[CH:16]1([C:19]2[C:28](B3OC(C)(C)C(C)(C)O3)=[CH:27][C:22]([C:23]([O:25][CH3:26])=[O:24])=[C:21]([CH3:38])[CH:20]=2)[CH2:18][CH2:17]1.C(=O)([O-])[O-].[K+].[K+], predict the reaction product. The product is: [CH2:1]([N:8]1[C:12]([O:13][CH3:14])=[N:11][N:10]=[C:9]1[C:28]1[C:19]([CH:16]2[CH2:18][CH2:17]2)=[CH:20][C:21]([CH3:38])=[C:22]([CH:27]=1)[C:23]([O:25][CH3:26])=[O:24])[C:2]1[CH:7]=[CH:6][CH:5]=[CH:4][CH:3]=1. (5) Given the reactants [CH3:1][N:2]1[CH:6]=[C:5]([NH2:7])[CH:4]=[N:3]1.[NH2:8][C@@H:9]1[C@@H:14]2[CH2:15][C@@H:11]([CH:12]=[CH:13]2)[C@@H:10]1[C:16]([NH2:18])=[O:17].Cl[C:20]1[N:25]=[C:24](Cl)[C:23]([Br:27])=[CH:22][N:21]=1.Cl[C:29]1N=C(Cl)C(F)=CN=1, predict the reaction product. The product is: [Br:27][C:23]1[C:22]([NH:8][C@@H:9]2[C@@H:14]3[CH2:15][C@@H:11]([CH:12]=[CH:13]3)[C@@H:10]2[C:16]([NH2:18])=[O:17])=[N:21][C:20]([NH:7][C:5]2[C:4]([CH3:29])=[N:3][N:2]([CH3:1])[CH:6]=2)=[N:25][CH:24]=1. (6) Given the reactants C([O:3][C:4](=[O:24])[CH2:5][O:6][C:7]1[CH:12]=[CH:11][C:10]([S:13][CH2:14][CH2:15][C@H:16]([O:18]S(C)(=O)=O)[CH3:17])=[CH:9][C:8]=1[CH3:23])C.[F:25][C:26]1[CH:43]=[CH:42][CH:41]=[CH:40][C:27]=1[O:28][C:29]1[CH:34]=[C:33]([C:35]([F:38])([F:37])[F:36])[CH:32]=[CH:31][C:30]=1O, predict the reaction product. The product is: [F:25][C:26]1[CH:43]=[CH:42][CH:41]=[CH:40][C:27]=1[O:28][C:29]1[CH:34]=[C:33]([C:35]([F:36])([F:38])[F:37])[CH:32]=[CH:31][C:30]=1[O:18][C@@H:16]([CH3:17])[CH2:15][CH2:14][S:13][C:10]1[CH:11]=[CH:12][C:7]([O:6][CH2:5][C:4]([OH:3])=[O:24])=[C:8]([CH3:23])[CH:9]=1.